This data is from Catalyst prediction with 721,799 reactions and 888 catalyst types from USPTO. The task is: Predict which catalyst facilitates the given reaction. (1) Reactant: [C:1]([C:3]1[CH:8]=[C:7]([CH2:9][CH2:10][C:11]([O:13][C:14]([CH3:17])([CH3:16])[CH3:15])=[O:12])[CH:6]=[C:5]([CH3:18])[N:4]=1)#[N:2].[Cl:19][C:20]1[CH:21]=[C:22]([SH:29])[C:23](=[CH:27][CH:28]=1)[C:24](O)=[O:25]. Product: [Cl:19][C:20]1[CH:28]=[CH:27][C:23]2[C:24](=[O:25])[N:2]=[C:1]([C:3]3[CH:8]=[C:7]([CH2:9][CH2:10][C:11]([O:13][C:14]([CH3:15])([CH3:17])[CH3:16])=[O:12])[CH:6]=[C:5]([CH3:18])[N:4]=3)[S:29][C:22]=2[CH:21]=1. The catalyst class is: 17. (2) Reactant: C[Si]([N-][Si](C)(C)C)(C)C.[K+].C1(C)C=CC=CC=1.[CH3:18][N:19]1[C:23]([CH2:24][OH:25])=[N:22][CH:21]=[N:20]1.[Br:26][C:27]1[C:32](Cl)=[N:31][N:30]2[C:34]([C:37]3[CH:42]=[CH:41][CH:40]=[CH:39][C:38]=3[F:43])=[N:35][N:36]=[C:29]2[CH:28]=1. Product: [Br:26][C:27]1[C:32]([O:25][CH2:24][C:23]2[N:19]([CH3:18])[N:20]=[CH:21][N:22]=2)=[N:31][N:30]2[C:34]([C:37]3[CH:42]=[CH:41][CH:40]=[CH:39][C:38]=3[F:43])=[N:35][N:36]=[C:29]2[CH:28]=1. The catalyst class is: 683. (3) Reactant: [NH2:1][CH2:2][CH2:3][CH:4]([O:8][CH2:9][CH3:10])[O:5][CH2:6][CH3:7].[NH2:11][CH2:12][CH2:13][CH:14]=[O:15].[C:16](OC(=O)C)(=[O:18])[CH3:17]. Product: [NH2:1][CH2:2][CH2:3][CH:4]=[O:5].[C:14]([NH:1][CH2:2][CH2:3][CH:4]([O:8][CH2:9][CH3:10])[O:5][CH2:6][CH3:7])(=[O:15])[CH3:13].[C:16]([NH:11][CH2:12][CH2:13][CH:14]=[O:15])(=[O:18])[CH3:17]. The catalyst class is: 17. (4) Reactant: [CH:1]1([N:6]2[C:11]3[N:12]=[C:13]([S:16][CH3:17])[N:14]=[CH:15][C:10]=3[CH:9]=[C:8]([C:18]3[CH:23]=[C:22]([C:24]4[O:25][C:26]([CH2:29][CH:30]([CH3:32])[CH3:31])=[N:27][N:28]=4)[CH:21]=[CH:20][C:19]=3[CH3:33])[C:7]2=[O:34])[CH2:5][CH2:4][CH2:3][CH2:2]1.ClC1C=C(C=CC=1)C(OO)=[O:40]. Product: [CH:1]1([N:6]2[C:11]3[N:12]=[C:13]([S:16]([CH3:17])=[O:40])[N:14]=[CH:15][C:10]=3[CH:9]=[C:8]([C:18]3[CH:23]=[C:22]([C:24]4[O:25][C:26]([CH2:29][CH:30]([CH3:32])[CH3:31])=[N:27][N:28]=4)[CH:21]=[CH:20][C:19]=3[CH3:33])[C:7]2=[O:34])[CH2:2][CH2:3][CH2:4][CH2:5]1. The catalyst class is: 96. (5) Product: [F:18][C:19]1[CH:20]=[C:21]([N:25]2[C@@:29]3([CH2:34][CH2:33][N:32]([CH2:6][C:5]4[CH:8]=[CH:9][C:2]([OH:1])=[C:3]([O:10][CH:11]([CH3:13])[CH3:12])[CH:4]=4)[C@@H:31]([CH3:35])[CH2:30]3)[CH2:28][CH2:27][S:26]2(=[O:37])=[O:36])[CH:22]=[CH:23][CH:24]=1. The catalyst class is: 26. Reactant: [OH:1][C:2]1[CH:9]=[CH:8][C:5]([CH:6]=O)=[CH:4][C:3]=1[O:10][CH:11]([CH3:13])[CH3:12].C(O)(=O)C.[F:18][C:19]1[CH:20]=[C:21]([N:25]2[C@@:29]3([CH2:34][CH2:33][NH:32][C@@H:31]([CH3:35])[CH2:30]3)[CH2:28][CH2:27][S:26]2(=[O:37])=[O:36])[CH:22]=[CH:23][CH:24]=1.C(O[BH-](OC(=O)C)OC(=O)C)(=O)C.[Na+].C(=O)(O)[O-].[Na+]. (6) Reactant: [N:1]12[CH2:8][CH2:7][CH:4]([CH2:5][CH2:6]1)[CH:3]([C@@H:9]1[C:18](=[O:19])[C:17]3[C:12]4=[C:13]([NH:20][N:21]=[C:11]4[CH2:10]1)[CH:14]=[N:15][CH:16]=3)[CH2:2]2.[Cl:22][C:23]1[CH:28]=[CH:27][C:26](I)=[CH:25][CH:24]=1.CN(C)C1CCCCC1N.[O-]P([O-])([O-])=O.[K+].[K+].[K+]. Product: [ClH:22].[Cl:22][C:23]1[CH:28]=[CH:27][C:26]([N:20]2[C:13]3[CH:14]=[N:15][CH:16]=[C:17]4[C:18](=[O:19])[C@@H:9]([CH:3]5[CH:4]6[CH2:7][CH2:8][N:1]([CH2:6][CH2:5]6)[CH2:2]5)[CH2:10][C:11]([C:12]=34)=[N:21]2)=[CH:25][CH:24]=1. The catalyst class is: 509. (7) Reactant: [CH:1]1([N:7]([CH2:21][CH2:22][C:23]2[CH:28]=[CH:27][CH:26]=[CH:25][CH:24]=2)[C:8](=[O:20])[NH:9][C:10]2[S:11][C:12]([S:15][CH2:16][C:17]([OH:19])=[O:18])=[CH:13][N:14]=2)[CH2:6][CH2:5][CH2:4][CH2:3][CH2:2]1.C1(CCN)CCCCC1.C1(=O)CCCCC1. Product: [CH:1]1([N:7]([CH2:21][CH2:22][CH:23]2[CH2:24][CH2:25][CH2:26][CH2:27][CH2:28]2)[C:8](=[O:20])[NH:9][C:10]2[S:11][C:12]([S:15][CH2:16][C:17]([OH:19])=[O:18])=[CH:13][N:14]=2)[CH2:2][CH2:3][CH2:4][CH2:5][CH2:6]1. The catalyst class is: 413. (8) Reactant: [C:1]([C:5]1[CH:9]=[C:8]([NH2:10])[N:7]([C:11]2[CH:16]=[CH:15][CH:14]=[C:13]([O:17][Si:18]([C:21]([CH3:24])([CH3:23])[CH3:22])([CH3:20])[CH3:19])[CH:12]=2)[N:6]=1)([CH3:4])([CH3:3])[CH3:2].N1C=CC=CC=1.[C:31]1([O:37][C:38](Cl)=[O:39])[CH:36]=[CH:35][CH:34]=[CH:33][CH:32]=1. Product: [C:1]([C:5]1[CH:9]=[C:8]([NH:10][C:38](=[O:39])[O:37][C:31]2[CH:36]=[CH:35][CH:34]=[CH:33][CH:32]=2)[N:7]([C:11]2[CH:16]=[CH:15][CH:14]=[C:13]([O:17][Si:18]([C:21]([CH3:24])([CH3:23])[CH3:22])([CH3:19])[CH3:20])[CH:12]=2)[N:6]=1)([CH3:4])([CH3:2])[CH3:3]. The catalyst class is: 1. (9) Reactant: [F:1][C:2]([F:17])([F:16])[C:3]1[N:8]=[CH:7][C:6]([C@@H:9]2[CH2:11][C@H:10]2[C:12]([O:14]C)=[O:13])=[CH:5][CH:4]=1.Cl. Product: [F:16][C:2]([F:1])([F:17])[C:3]1[N:8]=[CH:7][C:6]([C@@H:9]2[CH2:11][C@H:10]2[C:12]([OH:14])=[O:13])=[CH:5][CH:4]=1. The catalyst class is: 20. (10) The catalyst class is: 73. Reactant: [O:1]1[CH2:7][CH:6]([N:8]2[C:12]([C:13]3[CH:18]=[CH:17][C:16](B4OC(C)(C)C(C)(C)O4)=[CH:15][C:14]=3[N+:28]([O-:30])=[O:29])=[C:11]([C:31]([O:33][CH2:34][CH3:35])=[O:32])[CH:10]=[N:9]2)[CH2:5][O:4][CH2:3][CH2:2]1.O1[CH2:41][CH2:40][O:39][CH2:38]C1. Product: [O:4]1[CH2:5][CH:6]([N:8]2[C:12]([C:13]3[CH:18]=[CH:17][C:16]([C:41]4[C:40]([O:39][CH3:38])=[N:8][C:12]([CH3:11])=[CH:13][C:14]=4[CH3:15])=[CH:15][C:14]=3[N+:28]([O-:30])=[O:29])=[C:11]([C:31]([O:33][CH2:34][CH3:35])=[O:32])[CH:10]=[N:9]2)[CH2:7][O:1][CH2:2][CH2:3]1.